Dataset: Peptide-MHC class II binding affinity with 134,281 pairs from IEDB. Task: Regression. Given a peptide amino acid sequence and an MHC pseudo amino acid sequence, predict their binding affinity value. This is MHC class II binding data. (1) The peptide sequence is DVALSEQGEFKLLSE. The MHC is HLA-DQA10601-DQB10402 with pseudo-sequence HLA-DQA10601-DQB10402. The binding affinity (normalized) is 0. (2) The peptide sequence is TGRLQSLQTYVTQQL. The MHC is DRB1_0401 with pseudo-sequence DRB1_0401. The binding affinity (normalized) is 0.529. (3) The peptide sequence is SDKFLANVSTVLTGK. The MHC is DRB1_0701 with pseudo-sequence DRB1_0701. The binding affinity (normalized) is 0.664. (4) The peptide sequence is EKKYFAATQFEPVAA. The MHC is HLA-DPA10103-DPB10401 with pseudo-sequence HLA-DPA10103-DPB10401. The binding affinity (normalized) is 1.00.